From a dataset of CYP2C9 inhibition data for predicting drug metabolism from PubChem BioAssay. Regression/Classification. Given a drug SMILES string, predict its absorption, distribution, metabolism, or excretion properties. Task type varies by dataset: regression for continuous measurements (e.g., permeability, clearance, half-life) or binary classification for categorical outcomes (e.g., BBB penetration, CYP inhibition). Dataset: cyp2c9_veith. (1) The drug is O=S(=O)(Nc1nc(-c2sccc2Cl)cs1)c1cc(Cl)ccc1Cl. The result is 1 (inhibitor). (2) The molecule is COc1ccccc1/C=N/NC(=O)CC(=O)Nc1ccc(Cl)c(Cl)c1. The result is 1 (inhibitor).